The task is: Predict the reactants needed to synthesize the given product.. This data is from Full USPTO retrosynthesis dataset with 1.9M reactions from patents (1976-2016). (1) Given the product [SH:35][CH2:34][CH2:33][C:32]1[CH:31]=[CH:30][C:24]([C:25]([N:27]([CH3:28])[CH3:29])=[O:26])=[CH:23][C:22]=1[CH3:21], predict the reactants needed to synthesize it. The reactants are: O.C(O)(=O)CC(CC(O)=O)(C(O)=O)O.C(=O)([O-])[O-].[K+].[K+].[CH3:21][C:22]1[CH:23]=[C:24]([CH:30]=[CH:31][C:32]=1[CH2:33][CH2:34][S:35][Si](C1C=CC=CC=1)(C1C=CC=CC=1)C1C=CC=CC=1)[C:25]([N:27]([CH3:29])[CH3:28])=[O:26]. (2) Given the product [Si:20]([O:18][CH2:17][C@@H:13]([NH:12][C:11]([C:9]1[N:10]=[C:6]([N:4]2[CH2:5][CH:2]([OH:1])[CH2:3]2)[S:7][CH:8]=1)=[O:19])[CH:14]([CH3:16])[CH3:15])([C:23]([CH3:26])([CH3:25])[CH3:24])([CH3:22])[CH3:21], predict the reactants needed to synthesize it. The reactants are: [OH:1][CH:2]1[CH2:5][N:4]([C:6]2[S:7][CH:8]=[C:9]([C:11](=[O:19])[NH:12][C@H:13]([CH2:17][OH:18])[CH:14]([CH3:16])[CH3:15])[N:10]=2)[CH2:3]1.[Si:20](Cl)([C:23]([CH3:26])([CH3:25])[CH3:24])([CH3:22])[CH3:21].N1C=CN=C1. (3) Given the product [CH2:18]([O:17][C:15]([NH:14][C:12]1[CH:11]=[C:10]([F:20])[CH:9]=[C:8]([CH2:7][CH2:6][CH2:5][CH2:4][C:3]([OH:21])=[O:2])[CH:13]=1)=[O:16])[CH3:19], predict the reactants needed to synthesize it. The reactants are: C[O:2][C:3](=[O:21])[CH2:4][CH2:5][CH2:6][CH2:7][C:8]1[CH:13]=[C:12]([NH:14][C:15]([O:17][CH2:18][CH3:19])=[O:16])[CH:11]=[C:10]([F:20])[CH:9]=1.[Li+].[OH-].Cl. (4) Given the product [F:17][C:18]([F:31])([F:30])[S:19]([O:16][C:13]1[CH:14]=[C:15]2[C:5]3[C:6](=[N:7][CH:8]=[C:3]([O:2][CH3:1])[CH:4]=3)[NH:9][C:10]2=[CH:11][N:12]=1)(=[O:21])=[O:20], predict the reactants needed to synthesize it. The reactants are: [CH3:1][O:2][C:3]1[CH:4]=[C:5]2[C:15]3[C:10](=[CH:11][N:12]=[C:13]([OH:16])[CH:14]=3)[NH:9][C:6]2=[N:7][CH:8]=1.[F:17][C:18]([F:31])([F:30])[S:19](O[S:19]([C:18]([F:31])([F:30])[F:17])(=[O:21])=[O:20])(=[O:21])=[O:20]. (5) Given the product [CH2:1]([O:3][C:4](=[O:13])[C:5]([O:12][CH2:18][CH:17]=[CH2:16])([C:8]([F:11])([F:10])[F:9])[CH:6]=[CH2:7])[CH3:2], predict the reactants needed to synthesize it. The reactants are: [CH2:1]([O:3][C:4](=[O:13])[C:5]([OH:12])([C:8]([F:11])([F:10])[F:9])[CH:6]=[CH2:7])[CH3:2].[H-].[Na+].[CH2:16](Br)[CH:17]=[CH2:18]. (6) Given the product [Br:19][C:15]1[CH:14]=[C:13]([C:29]([C:27]2[CH:26]=[CH:25][C:24]3[O:20][CH2:21][CH2:22][C:23]=3[CH:28]=2)=[CH2:30])[CH:18]=[CH:17][CH:16]=1, predict the reactants needed to synthesize it. The reactants are: C([Li])CCC.CCCCCC.Br[C:13]1[CH:18]=[CH:17][CH:16]=[C:15]([Br:19])[CH:14]=1.[O:20]1[C:24]2[CH:25]=[CH:26][C:27]([C:29](=O)[CH3:30])=[CH:28][C:23]=2[CH2:22][CH2:21]1. (7) Given the product [Br:10][C:11]1[CH:21]=[CH:20][C:14]([C:15]2[NH:19][C:6]([CH:1]3[CH2:5][CH2:4][CH2:3][CH2:2]3)=[N:8][N:9]=2)=[CH:13][CH:12]=1, predict the reactants needed to synthesize it. The reactants are: [CH:1]1([C:6]([NH:8][NH2:9])=O)[CH2:5][CH2:4][CH2:3][CH2:2]1.[Br:10][C:11]1[CH:21]=[CH:20][C:14]([C:15](=[NH:19])OCC)=[CH:13][CH:12]=1.CCN(CC)CC.